Task: Predict the reactants needed to synthesize the given product.. Dataset: Full USPTO retrosynthesis dataset with 1.9M reactions from patents (1976-2016) Given the product [OH:13][C:14]1[C:15]([C:16]([O:18][CH2:19][CH3:20])=[O:17])=[CH:21][N:10]=[C:8]([N:5]2[CH2:6][CH2:7][O:2][CH2:3][CH2:4]2)[N:9]=1, predict the reactants needed to synthesize it. The reactants are: Br.[O:2]1[CH2:7][CH2:6][N:5]([C:8]([NH2:10])=[NH:9])[CH2:4][CH2:3]1.C([O:13][CH:14]=[C:15]([C:21](OCC)=O)[C:16]([O:18][CH2:19][CH3:20])=[O:17])C.C([O-])(=O)C.[Na+].